From a dataset of Forward reaction prediction with 1.9M reactions from USPTO patents (1976-2016). Predict the product of the given reaction. (1) Given the reactants C[O:2][C:3]([C:5]1[CH:6]=[C:7]([Cl:15])[CH:8]=[C:9]2[C:13]=1[NH:12][C:11]([CH3:14])=[CH:10]2)=[O:4].[OH-].[Na+], predict the reaction product. The product is: [Cl:15][C:7]1[CH:8]=[C:9]2[C:13](=[C:5]([C:3]([OH:4])=[O:2])[CH:6]=1)[NH:12][C:11]([CH3:14])=[CH:10]2. (2) Given the reactants [C:1](=[O:47])([O-:46])[O:2][CH:3]([CH2:22][CH2:23][CH2:24][CH2:25][CH2:26][CH2:27][CH2:28]/[CH:29]=[CH:30]\[CH2:31][C@H:32]([OH:45])[CH2:33][CH2:34][CH2:35][CH2:36][CH2:37][CH2:38]CCCN(C)C)[CH2:4][CH2:5][CH2:6][CH2:7][CH2:8][CH2:9][CH2:10]/[CH:11]=[CH:12]\[CH2:13][C@H:14]([OH:21])[CH2:15][CH2:16][CH2:17][CH2:18][CH2:19][CH3:20].[N:48]1[CH:53]=[CH:52][CH:51]=C[CH:49]=1.[C:54](Cl)(=[O:60])[CH2:55][CH2:56][C:57](Cl)=[O:58].Cl[CH2:63]Cl, predict the reaction product. The product is: [C:1](=[O:47])([O:46][CH2:51][CH2:52][CH2:53][N:48]([CH3:49])[CH3:63])[O:2][CH:3]1[CH2:4][CH2:5][CH2:6][CH2:7][CH2:8][CH2:9][CH2:10][CH:11]=[CH:12][CH2:13][C@@H:14]([CH2:15][CH2:16][CH2:17][CH2:18][CH2:19][CH3:20])[O:21][C:57](=[O:58])[CH2:56][CH2:55][C:54](=[O:60])[O:45][C@H:32]([CH2:33][CH2:34][CH2:35][CH2:36][CH2:37][CH3:38])[CH2:31][CH:30]=[CH:29][CH2:28][CH2:27][CH2:26][CH2:25][CH2:24][CH2:23][CH2:22]1. (3) Given the reactants [C:1](OCC)(OCC)(OCC)[CH3:2].[Cl:12][C:13]1[C:22]([NH2:23])=[C:21]([NH:24][CH2:25][C:26]2[O:30][N:29]=[C:28]([C:31]3[CH:36]=[CH:35][C:34]([F:37])=[CH:33][CH:32]=3)[CH:27]=2)[C:20]2[C:15](=[CH:16][CH:17]=[CH:18][CH:19]=2)[N:14]=1, predict the reaction product. The product is: [Cl:12][C:13]1[C:22]2[N:23]=[C:1]([CH3:2])[N:24]([CH2:25][C:26]3[O:30][N:29]=[C:28]([C:31]4[CH:32]=[CH:33][C:34]([F:37])=[CH:35][CH:36]=4)[CH:27]=3)[C:21]=2[C:20]2[CH:19]=[CH:18][CH:17]=[CH:16][C:15]=2[N:14]=1.